Predict the reaction yield, written as a fraction of the theoretical maximum amount of product (1.0 means a 100% yield; for example, 0.34 means a 34% yield). From a dataset of Reaction yield outcomes from USPTO patents with 853,638 reactions. (1) The reactants are [C:1]1([C:15]([O-])=[C:11]([N+:12]([O-:14])=[O:13])[CH:10]=[C:6]([N+:7]([O-:9])=[O:8])[CH:5]=1)[N+:2]([O-:4])=[O:3].[NH4+].C(=O)([O-])[NH2:19].[NH4+].O. The catalyst is S1(CCCC1)(=O)=O. The product is [CH:5]1[C:1]([N+:2]([O-:4])=[O:3])=[C:15]([NH2:19])[C:11]([N+:12]([O-:14])=[O:13])=[CH:10][C:6]=1[N+:7]([O-:9])=[O:8]. The yield is 0.680. (2) The reactants are BrC1C=C2C(=CC=1)[N:8]=[C:7]([C:12]1[N:13]=[C:14]([C@@H:17]3[CH2:22][C@@H:21]4[C@@H:19]([CH2:20]4)[N:18]3[C:23]([O:25][C:26]([CH3:29])([CH3:28])[CH3:27])=[O:24])[NH:15][CH:16]=1)[CH:6]=[N:5]2.C([O-])([O-])=O.[K+].[K+].C1(P(C2CCCCC2)[C:43]2[CH:48]=[CH:47][CH:46]=[CH:45][C:44]=2[C:49]2[C:54](OC)=[CH:53][CH:52]=[CH:51][C:50]=2OC)CCCCC1.CC1(C)C(C)(C)OB(C2C=CC3[N:80]=[C:79]([C@@H:81]4[CH2:86][C@@H:85]5[C@@H:83]([CH2:84]5)[N:82]4[C:87]([O:89][C:90]([CH3:93])([CH3:92])[CH3:91])=[O:88])[NH:78]C=3C=2)O1. The catalyst is C1COCC1.O.CO.CC([O-])=O.CC([O-])=O.[Pd+2]. The product is [C:90]([O:89][C:87]([N:82]1[C@H:81]([C:79]2[NH:78][C:53]3[CH:54]=[C:49]([C:44]4[CH:43]=[C:48]5[C:47](=[CH:46][CH:45]=4)[N:8]=[C:7]([C:12]4[NH:13][C:14]([C@@H:17]6[CH2:22][C@@H:21]7[C@@H:19]([CH2:20]7)[N:18]6[C:23]([O:25][C:26]([CH3:29])([CH3:28])[CH3:27])=[O:24])=[N:15][CH:16]=4)[CH:6]=[N:5]5)[CH:50]=[CH:51][C:52]=3[N:80]=2)[CH2:86][C@@H:85]2[C@H:83]1[CH2:84]2)=[O:88])([CH3:93])([CH3:92])[CH3:91]. The yield is 0.330. (3) The reactants are Cl[C:2]1[C:3]2[S:10][CH:9]=[C:8]([C:11]([NH:13][C:14]3[C:19]([Cl:20])=[CH:18][CH:17]=[C:16]([NH:21][S:22]([CH2:25][CH2:26][CH3:27])(=[O:24])=[O:23])[C:15]=3[Cl:28])=[O:12])[C:4]=2[N:5]=[CH:6][N:7]=1.Cl.[O:30](N)[CH3:31].C([N:36](CC)C(C)C)(C)C. The catalyst is C(O)(C)C. The product is [Cl:28][C:15]1[C:16]([NH:21][S:22]([CH2:25][CH2:26][CH3:27])(=[O:24])=[O:23])=[CH:17][CH:18]=[C:19]([Cl:20])[C:14]=1[NH:13][C:11]([C:8]1[C:4]2[N:5]=[C:6]([NH2:36])[N:7]=[C:2]([O:30][CH3:31])[C:3]=2[S:10][CH:9]=1)=[O:12]. The yield is 0.400.